The task is: Predict the reactants needed to synthesize the given product.. This data is from Full USPTO retrosynthesis dataset with 1.9M reactions from patents (1976-2016). (1) Given the product [F:34][C:33]([F:36])([F:35])[C:31]1[CH:30]=[N:29][CH:28]=[C:27]([S:41][Si:40]([CH:42]([CH3:44])[CH3:43])([CH:45]([CH3:47])[CH3:46])[CH:37]([CH3:38])[CH3:39])[CH:32]=1, predict the reactants needed to synthesize it. The reactants are: C1(P(C2C=CC=CC=2)C2C=CC=CC=2)C=CC=CC=1.C(=O)([O-])[O-].[Cs+].[Cs+].Br[C:27]1[CH:28]=[N:29][CH:30]=[C:31]([C:33]([F:36])([F:35])[F:34])[CH:32]=1.[CH:37]([Si:40]([CH:45]([CH3:47])[CH3:46])([CH:42]([CH3:44])[CH3:43])[SH:41])([CH3:39])[CH3:38]. (2) Given the product [Cl:1][C:2]1[CH:7]=[C:6]([Cl:8])[CH:5]=[CH:4][C:3]=1[C:9]1[N:14]=[C:13]([NH:19][CH2:20][CH2:21][NH:22][C:23]2[CH:28]=[CH:27][C:26]([N+:29]([O-:31])=[O:30])=[CH:25][CH:32]=2)[CH:12]=[N:11][C:10]=1[N+:16]([O-:18])=[O:17], predict the reactants needed to synthesize it. The reactants are: [Cl:1][C:2]1[CH:7]=[C:6]([Cl:8])[CH:5]=[CH:4][C:3]=1[C:9]1[C:10]([N+:16]([O-:18])=[O:17])=[N:11][CH:12]=[C:13](Br)[N:14]=1.[NH2:19][CH2:20][CH2:21][NH:22][C:23]1[CH:28]=[CH:27][C:26]([N+:29]([O-:31])=[O:30])=[CH:25]N=1.[CH:32](N(C(C)C)CC)(C)C. (3) Given the product [OH:18][C:8]1([C:5]2[CH:4]=[CH:3][C:2]([I:1])=[CH:7][CH:6]=2)[CH2:9][CH2:10][C:11](=[O:12])[CH2:16][CH2:17]1, predict the reactants needed to synthesize it. The reactants are: [I:1][C:2]1[CH:7]=[CH:6][C:5]([C:8]2([OH:18])[CH2:17][CH2:16][C:11]3(OCC[O:12]3)[CH2:10][CH2:9]2)=[CH:4][CH:3]=1.Cl.[OH-].[Na+].